From a dataset of Catalyst prediction with 721,799 reactions and 888 catalyst types from USPTO. Predict which catalyst facilitates the given reaction. (1) Reactant: [NH2:1][C:2]1[N:7]=[C:6]([C:8]([F:11])([F:10])[F:9])[CH:5]=[CH:4][N:3]=1.C(O)(C)C.[CH3:16][S:17]([OH:20])(=[O:19])=[O:18]. Product: [CH3:16][S:17]([OH:20])(=[O:19])=[O:18].[F:11][C:8]([F:9])([F:10])[CH:6]1[CH2:5][CH2:4][NH:3][C:2]([NH2:1])=[N:7]1. The catalyst class is: 522. (2) Reactant: [NH2:1][C:2]1[CH:7]=[CH:6][C:5]([N:8]2[CH2:13][CH2:12][O:11][CH2:10][CH2:9]2)=[CH:4][CH:3]=1.C(O[CH:17]=[C:18]([C:24]([O:26][CH2:27][CH3:28])=[O:25])[C:19]([O:21][CH2:22][CH3:23])=[O:20])C.CCOC(C)=O. Product: [N:8]1([C:5]2[CH:4]=[CH:3][C:2]([NH:1][CH:17]=[C:18]([C:19]([O:21][CH2:22][CH3:23])=[O:20])[C:24]([O:26][CH2:27][CH3:28])=[O:25])=[CH:7][CH:6]=2)[CH2:13][CH2:12][O:11][CH2:10][CH2:9]1. The catalyst class is: 23.